This data is from Reaction yield outcomes from USPTO patents with 853,638 reactions. The task is: Predict the reaction yield, written as a fraction of the theoretical maximum amount of product (1.0 means a 100% yield; for example, 0.34 means a 34% yield). (1) The catalyst is O1CCOCC1. The product is [ClH:3].[ClH:3].[NH2:5][C:6]1[C:34]([CH3:35])=[CH:33][C:9]([O:10][C:11]2[CH:12]=[CH:13][C:14]3[N:18]=[C:17]([CH2:19][O:20][C:21]4[CH:22]=[C:23]([CH:28]=[CH:29][CH:30]=4)[C:24]([OH:26])=[O:25])[N:16]([CH3:31])[C:15]=3[CH:32]=2)=[CH:8][C:7]=1[CH3:36]. The reactants are [OH-].[Na+].[ClH:3].Cl.[NH2:5][C:6]1[C:34]([CH3:35])=[CH:33][C:9]([O:10][C:11]2[CH:12]=[CH:13][C:14]3[N:18]=[C:17]([CH2:19][O:20][C:21]4[CH:22]=[C:23]([CH:28]=[CH:29][CH:30]=4)[C:24]([O:26]C)=[O:25])[N:16]([CH3:31])[C:15]=3[CH:32]=2)=[CH:8][C:7]=1[CH3:36].Cl. The yield is 0.610. (2) The reactants are [CH3:1][C:2]1([CH3:25])[C:6]([CH3:8])([CH3:7])[O:5][B:4]([C:9]2[CH:14]=[CH:13][C:12]([NH:15][C:16](=O)[O:17]C3C=CC=CC=3)=[CH:11][CH:10]=2)[O:3]1.[CH3:26][NH2:27].C1COCC1. The catalyst is C1COCC1. The product is [CH3:26][NH:27][C:16]([NH:15][C:12]1[CH:13]=[CH:14][C:9]([B:4]2[O:3][C:2]([CH3:25])([CH3:1])[C:6]([CH3:8])([CH3:7])[O:5]2)=[CH:10][CH:11]=1)=[O:17]. The yield is 0.880. (3) The reactants are [CH3:1][O:2][C:3]1[CH:4]=[C:5]([C:13]2[CH:14]=[C:15]3[CH2:21][C:20](=[O:22])[NH:19][C:16]3=[N:17][CH:18]=2)[CH:6]=[C:7]([O:11][CH3:12])[C:8]=1[O:9][CH3:10].CN(CCN(C)C)C.[Li][CH2:32][CH2:33][CH2:34][CH3:35].[CH2:36](Br)[C:37]1[CH:42]=[CH:41][CH:40]=[CH:39][CH:38]=1.[CH2:44]1[CH2:48]OC[CH2:45]1. No catalyst specified. The product is [CH2:35]([C:21]1([CH2:36][C:37]2[CH:42]=[CH:41][CH:40]=[CH:39][CH:38]=2)[C:15]2[C:16](=[N:17][CH:18]=[C:13]([C:5]3[CH:6]=[C:7]([O:11][CH3:12])[C:8]([O:9][CH3:10])=[C:3]([O:2][CH3:1])[CH:4]=3)[CH:14]=2)[NH:19][C:20]1=[O:22])[C:34]1[CH:48]=[CH:44][CH:45]=[CH:32][CH:33]=1. The yield is 0.380.